Dataset: NCI-60 drug combinations with 297,098 pairs across 59 cell lines. Task: Regression. Given two drug SMILES strings and cell line genomic features, predict the synergy score measuring deviation from expected non-interaction effect. (1) Drug 1: C1=C(C(=O)NC(=O)N1)F. Drug 2: CCC1(CC2CC(C3=C(CCN(C2)C1)C4=CC=CC=C4N3)(C5=C(C=C6C(=C5)C78CCN9C7C(C=CC9)(C(C(C8N6C=O)(C(=O)OC)O)OC(=O)C)CC)OC)C(=O)OC)O.OS(=O)(=O)O. Cell line: HOP-62. Synergy scores: CSS=18.6, Synergy_ZIP=-5.37, Synergy_Bliss=-0.623, Synergy_Loewe=-2.81, Synergy_HSA=-2.35. (2) Drug 1: C1CC(=O)NC(=O)C1N2CC3=C(C2=O)C=CC=C3N. Drug 2: C1=CC(=CC=C1C#N)C(C2=CC=C(C=C2)C#N)N3C=NC=N3. Cell line: T-47D. Synergy scores: CSS=-0.415, Synergy_ZIP=-0.484, Synergy_Bliss=-2.46, Synergy_Loewe=-2.35, Synergy_HSA=-2.33.